This data is from hERG potassium channel inhibition data for cardiac toxicity prediction from Karim et al.. The task is: Regression/Classification. Given a drug SMILES string, predict its toxicity properties. Task type varies by dataset: regression for continuous values (e.g., LD50, hERG inhibition percentage) or binary classification for toxic/non-toxic outcomes (e.g., AMES mutagenicity, cardiotoxicity, hepatotoxicity). Dataset: herg_karim. (1) The molecule is O=C1COc2ccc(CNC34CCC(CCc5ccnc6ccc(C(F)(F)F)nc56)(CC3)OC4)nc2N1. The result is 1 (blocker). (2) The molecule is O=C([C@@H]1C[C@H](N2CCN(c3ncccn3)CC2)CN1)N1CC(F)C1. The result is 0 (non-blocker). (3) The result is 0 (non-blocker). The drug is COC(=O)Nc1ccc(-c2nc(N3CCOCC3)c3cnn(C4CCN(C(=O)OC)CC4)c3n2)cc1.